This data is from Peptide-MHC class II binding affinity with 134,281 pairs from IEDB. The task is: Regression. Given a peptide amino acid sequence and an MHC pseudo amino acid sequence, predict their binding affinity value. This is MHC class II binding data. The peptide sequence is SFLQNPQTSLCFSES. The MHC is DRB1_0404 with pseudo-sequence DRB1_0404. The binding affinity (normalized) is 0.100.